Dataset: Catalyst prediction with 721,799 reactions and 888 catalyst types from USPTO. Task: Predict which catalyst facilitates the given reaction. (1) Reactant: [CH:1]1([C:4]2[CH:10]=[CH:9][C:7]([NH2:8])=[C:6]([N+:11]([O-])=O)[CH:5]=2)[CH2:3][CH2:2]1.[Cl-].[NH4+]. Product: [CH:1]1([C:4]2[CH:5]=[C:6]([NH2:11])[C:7]([NH2:8])=[CH:9][CH:10]=2)[CH2:3][CH2:2]1. The catalyst class is: 284. (2) Reactant: O.CC(C)([O-])C.[K+].[N:8]1([CH:14]2[CH2:19][CH2:18][CH:17]([C:20]([O:22]CC)=[O:21])[CH2:16][CH2:15]2)[CH2:12][CH2:11][CH2:10][C:9]1=[O:13].Cl. Product: [N:8]1([C@H:14]2[CH2:15][CH2:16][C@H:17]([C:20]([OH:22])=[O:21])[CH2:18][CH2:19]2)[CH2:12][CH2:11][CH2:10][C:9]1=[O:13]. The catalyst class is: 7.